This data is from Reaction yield outcomes from USPTO patents with 853,638 reactions. The task is: Predict the reaction yield, written as a fraction of the theoretical maximum amount of product (1.0 means a 100% yield; for example, 0.34 means a 34% yield). The reactants are [CH:1]([N:4]1[C:8]([C:9]2[S:10][C:11]3[CH2:12][CH2:13][O:14][C:15]4[CH:22]=[C:21](Br)[CH:20]=[CH:19][C:16]=4[C:17]=3[N:18]=2)=[N:7][CH:6]=[N:5]1)([CH3:3])[CH3:2].[F:24][C:25]1[C:30](B(O)O)=[CH:29][CH:28]=[CH:27][N:26]=1. No catalyst specified. The product is [F:24][C:25]1[C:30]([C:21]2[CH:20]=[CH:19][C:16]3[C:17]4[N:18]=[C:9]([C:8]5[N:4]([CH:1]([CH3:3])[CH3:2])[N:5]=[CH:6][N:7]=5)[S:10][C:11]=4[CH2:12][CH2:13][O:14][C:15]=3[CH:22]=2)=[CH:29][CH:28]=[CH:27][N:26]=1. The yield is 0.200.